Dataset: Full USPTO retrosynthesis dataset with 1.9M reactions from patents (1976-2016). Task: Predict the reactants needed to synthesize the given product. (1) Given the product [CH:35]12[CH2:41][CH2:40][CH:38]([CH2:37][CH2:36]1)[CH2:39][N:33]([C:31]([CH2:30][N:16]1[C:17]3[CH:27]=[CH:26][CH:25]=[CH:24][C:18]=3[C:19]([CH:21]([CH3:22])[CH3:23])=[N:20][C:14]([N:13]=[C:11]=[O:12])([O:45][CH2:44][C:17]3[CH:27]=[CH:26][CH:25]=[CH:24][CH:18]=3)[C:15]1=[O:28])=[O:32])[CH2:34]2, predict the reactants needed to synthesize it. The reactants are: [H-].[Na+].C(O[C:11]([NH:13][CH:14]1[N:20]=[C:19]([CH:21]([CH3:23])[CH3:22])[C:18]2[CH:24]=[CH:25][CH:26]=[CH:27][C:17]=2[NH:16][C:15]1=[O:28])=[O:12])C1C=CC=CC=1.Br[CH2:30][C:31]([N:33]1[CH2:39][CH:38]2[CH2:40][CH2:41][CH:35]([CH2:36][CH2:37]2)[CH2:34]1)=[O:32].CN(C)[CH:44]=[O:45]. (2) Given the product [C:1]([O:4][CH2:5][C@@H:6]([O:20][Si:29]([C:32]([CH3:35])([CH3:34])[CH3:33])([CH3:31])[CH3:30])[C@@H:7]([C:13]([O:15][C:16]([CH3:19])([CH3:18])[CH3:17])=[O:14])[CH2:8][O:9][CH2:10][CH:11]=[CH2:12])(=[O:3])[CH3:2], predict the reactants needed to synthesize it. The reactants are: [C:1]([O:4][CH2:5][C@@H:6]([OH:20])[C@@H:7]([C:13]([O:15][C:16]([CH3:19])([CH3:18])[CH3:17])=[O:14])[CH2:8][O:9][CH2:10][CH:11]=[CH2:12])(=[O:3])[CH3:2].N1C(C)=CC=CC=1C.[Si:29](OS(C(F)(F)F)(=O)=O)([C:32]([CH3:35])([CH3:34])[CH3:33])([CH3:31])[CH3:30].C([O-])(O)=O.[Na+].